This data is from Catalyst prediction with 721,799 reactions and 888 catalyst types from USPTO. The task is: Predict which catalyst facilitates the given reaction. (1) Product: [C:1]([O:5][C:6]([N:8]1[CH2:13][CH2:12][N:11]([S:21]([C:18]2[CH:19]=[CH:20][C:15]([Br:14])=[CH:16][CH:17]=2)(=[O:23])=[O:22])[CH2:10][CH2:9]1)=[O:7])([CH3:4])([CH3:2])[CH3:3]. The catalyst class is: 2. Reactant: [C:1]([O:5][C:6]([N:8]1[CH2:13][CH2:12][NH:11][CH2:10][CH2:9]1)=[O:7])([CH3:4])([CH3:3])[CH3:2].[Br:14][C:15]1[CH:20]=[CH:19][C:18]([S:21](Cl)(=[O:23])=[O:22])=[CH:17][CH:16]=1. (2) Reactant: [Cl:1][C:2]1[CH:10]=[C:9]2[C:5]([CH2:6][C:7](=[O:11])[NH:8]2)=[CH:4][CH:3]=1.[Br-:12].[Br-:13].[Br-].[NH+]1C=CC=CC=1.[NH+]1C=CC=CC=1.[NH+]1C=CC=CC=1. Product: [Br:12][C:6]1([Br:13])[C:5]2[C:9](=[CH:10][C:2]([Cl:1])=[CH:3][CH:4]=2)[NH:8][C:7]1=[O:11]. The catalyst class is: 664. (3) Reactant: FC(F)(F)C(O)=O.[CH:8]1([CH2:11][CH2:12][O:13][C:14]2[NH:15][C:16]([NH2:25])=[C:17]3[C:21]([N:22]=2)=[N:20][C:19]([O:23][CH3:24])=[N:18]3)[CH2:10][CH2:9]1.C(=O)([O-])[O-].[K+].[K+].Br[CH2:33][CH2:34][CH:35]1[CH2:39][CH2:38][O:37][CH2:36]1. Product: [CH:8]1([CH2:11][CH2:12][O:13][C:14]2[N:22]=[C:21]3[C:17]([N:18]=[C:19]([O:23][CH3:24])[N:20]3[CH2:33][CH2:34][CH:35]3[CH2:39][CH2:38][O:37][CH2:36]3)=[C:16]([NH2:25])[N:15]=2)[CH2:10][CH2:9]1. The catalyst class is: 3. (4) Reactant: Cl[CH2:2][CH2:3][CH:4]1[C:12]2[CH:11]=[CH:10][S:9][C:8]=2[CH2:7][CH2:6][CH2:5]1.Cl.[C:14]1([CH:20]2[CH2:25][CH2:24][NH:23][CH2:22][CH2:21]2)[CH:19]=[CH:18][CH:17]=[CH:16][CH:15]=1.C([O-])([O-])=O.[K+].[K+].[Na+].[I-]. Product: [C:14]1([CH:20]2[CH2:21][CH2:22][N:23]([CH2:2][CH2:3][CH:4]3[C:12]4[CH:11]=[CH:10][S:9][C:8]=4[CH2:7][CH2:6][CH2:5]3)[CH2:24][CH2:25]2)[CH:19]=[CH:18][CH:17]=[CH:16][CH:15]=1. The catalyst class is: 3.